The task is: Predict the product of the given reaction.. This data is from Forward reaction prediction with 1.9M reactions from USPTO patents (1976-2016). (1) Given the reactants C(OC([N:8]([CH2:39][C:40]([O:42]C(C)(C)C)=[O:41])[C:9]1[CH:14]=[CH:13][CH:12]=[C:11]([CH:15]([CH2:26][C:27]2[CH:32]=[CH:31][C:30]([C:33]3[S:34][C:35]([CH3:38])=[CH:36][N:37]=3)=[CH:29][CH:28]=2)[NH:16][S:17]([C:20]2[CH:25]=[CH:24][CH:23]=[CH:22][N:21]=2)(=[O:19])=[O:18])[N:10]=1)=O)(C)(C)C.[OH-].[Na+], predict the reaction product. The product is: [CH3:38][C:35]1[S:34][C:33]([C:30]2[CH:29]=[CH:28][C:27]([CH2:26][CH:15]([NH:16][S:17]([C:20]3[CH:25]=[CH:24][CH:23]=[CH:22][N:21]=3)(=[O:18])=[O:19])[C:11]3[N:10]=[C:9]([NH:8][CH2:39][C:40]([OH:42])=[O:41])[CH:14]=[CH:13][CH:12]=3)=[CH:32][CH:31]=2)=[N:37][CH:36]=1. (2) Given the reactants [F:1][C:2]1[CH:3]=[C:4]([C:8]2[C:9]([C:20](N(OC)C)=[O:21])=[CH:10][C:11]([CH:18]=[CH2:19])=[C:12]3[C:17]=2[N:16]=[CH:15][CH:14]=[CH:13]3)[CH:5]=[CH:6][CH:7]=1.[CH3:26][Mg]Br, predict the reaction product. The product is: [F:1][C:2]1[CH:3]=[C:4]([C:8]2[C:9]([C:20](=[O:21])[CH3:26])=[CH:10][C:11]([CH:18]=[CH2:19])=[C:12]3[C:17]=2[N:16]=[CH:15][CH:14]=[CH:13]3)[CH:5]=[CH:6][CH:7]=1. (3) Given the reactants ClC1C(Cl)=C(Cl)N=C(C(Cl)=O)C=1.[F-].[Cs+].C1OCCOCCOCCOCCOCCOC1.[CH3:33][CH:34]([OH:36])[CH3:35].C(N(CC)CC)C.[F:44][C:45]1[C:50]([F:51])=[C:49]([F:52])[N:48]=[C:47]([C:53](F)=[O:54])[CH:46]=1, predict the reaction product. The product is: [F:44][C:45]1[C:50]([F:51])=[C:49]([F:52])[N:48]=[C:47]([C:53]([O:36][CH:34]([CH3:35])[CH3:33])=[O:54])[CH:46]=1. (4) Given the reactants [Br:1][C:2]1[CH:7]=[CH:6][C:5]([CH2:8][C:9]#[N:10])=[C:4]([F:11])[CH:3]=1.Br[CH2:13][CH2:14]Cl.[OH-].[K+], predict the reaction product. The product is: [Br:1][C:2]1[CH:7]=[CH:6][C:5]([C:8]2([C:9]#[N:10])[CH2:14][CH2:13]2)=[C:4]([F:11])[CH:3]=1. (5) Given the reactants [H-].[Na+].[Cl-].[CH3:4][O:5][C:6]1[CH:31]=[CH:30][C:9]([CH2:10][P+](C2C=CC=CC=2)(C2C=CC=CC=2)C2C=CC=CC=2)=[CH:8][C:7]=1[CH3:32].[O:33]1[CH2:38][CH2:37][CH2:36][CH2:35][CH:34]1[O:39][CH2:40][C:41]1[N:42]=[C:43]([C:48]2[CH:53]=[CH:52][C:51]([C:54]([F:57])([F:56])[F:55])=[CH:50][CH:49]=2)[S:44][C:45]=1[CH:46]=O, predict the reaction product. The product is: [CH3:4][O:5][C:6]1[CH:31]=[CH:30][C:9](/[CH:10]=[CH:46]/[C:45]2[S:44][C:43]([C:48]3[CH:53]=[CH:52][C:51]([C:54]([F:56])([F:57])[F:55])=[CH:50][CH:49]=3)=[N:42][C:41]=2[CH2:40][O:39][CH:34]2[CH2:35][CH2:36][CH2:37][CH2:38][O:33]2)=[CH:8][C:7]=1[CH3:32]. (6) Given the reactants COC1C=CC(C[N:8]2[CH:12]=[C:11]([C:13]3[N:14]=[C:15]([NH:19][C:20]4[CH:25]=[CH:24][CH:23]=[C:22]([I:26])[N:21]=4)[S:16][C:17]=3[CH3:18])[CH:10]=[N:9]2)=CC=1.C([O-])([O-])=O.[Na+].[Na+], predict the reaction product. The product is: [I:26][C:22]1[N:21]=[C:20]([NH:19][C:15]2[S:16][C:17]([CH3:18])=[C:13]([C:11]3[CH:12]=[N:8][NH:9][CH:10]=3)[N:14]=2)[CH:25]=[CH:24][CH:23]=1.